From a dataset of Forward reaction prediction with 1.9M reactions from USPTO patents (1976-2016). Predict the product of the given reaction. (1) Given the reactants Br[C:2]1[C:8]([Cl:9])=[CH:7][C:5]([NH2:6])=[C:4]([CH3:10])[CH:3]=1.CC1(C)C(C)(C)OB([C:19]2[CH2:24][CH2:23][N:22]([C:25]([O:27][C:28]([CH3:31])([CH3:30])[CH3:29])=[O:26])[CH2:21][CH:20]=2)O1.C(=O)([O-])[O-].[Na+].[Na+], predict the reaction product. The product is: [NH2:6][C:5]1[C:4]([CH3:10])=[CH:3][C:2]([C:19]2[CH2:24][CH2:23][N:22]([C:25]([O:27][C:28]([CH3:31])([CH3:30])[CH3:29])=[O:26])[CH2:21][CH:20]=2)=[C:8]([Cl:9])[CH:7]=1. (2) Given the reactants [CH3:1][CH:2]([CH3:10])[CH2:3][CH2:4][C:5]([O:7]CC)=O.[H-].[Al+3].[Li+].[H-].[H-].[H-].O1[CH2:21][CH2:20][CH2:19][CH2:18]1.O.[OH-].[Na+].[CH2:25](OCC)[CH3:26], predict the reaction product. The product is: [CH3:10][CH:2]([CH3:1])[CH:3]([C:18]1[CH:26]=[CH:25][CH:21]=[CH:20][CH:19]=1)[CH2:4][CH2:5][OH:7]. (3) Given the reactants [F:1][C:2]1[CH:7]=[CH:6][CH:5]=[CH:4][C:3]=1[C@H:8]([O:10][C:11](=[O:27])[NH:12][C:13]1[C:14]([CH3:26])=[N:15][O:16][C:17]=1[C:18]1[CH:23]=[CH:22][C:21](Br)=[C:20]([CH3:25])[CH:19]=1)[CH3:9].[CH2:28]([O:30][C:31](=[O:49])[CH:32]([C:34]1[CH:39]=[CH:38][C:37](B2OC(C)(C)C(C)(C)O2)=[CH:36][CH:35]=1)[CH3:33])[CH3:29], predict the reaction product. The product is: [CH2:28]([O:30][C:31](=[O:49])[CH:32]([C:34]1[CH:39]=[CH:38][C:37]([C:21]2[CH:22]=[CH:23][C:18]([C:17]3[O:16][N:15]=[C:14]([CH3:26])[C:13]=3[NH:12][C:11]([O:10][C@@H:8]([C:3]3[CH:4]=[CH:5][CH:6]=[CH:7][C:2]=3[F:1])[CH3:9])=[O:27])=[CH:19][C:20]=2[CH3:25])=[CH:36][CH:35]=1)[CH3:33])[CH3:29]. (4) Given the reactants S(Cl)(Cl)=O.[C:5]([O:8][CH2:9][C:10]([CH3:40])([CH3:39])[CH2:11][N:12]1[C:18]2[CH:19]=[CH:20][C:21]([Cl:23])=[CH:22][C:17]=2[C@@H:16]([C:24]2[CH:29]=[CH:28][CH:27]=[C:26]([O:30][CH3:31])[C:25]=2[O:32][CH3:33])[O:15][C@H:14]([CH2:34][C:35](O)=[O:36])[C:13]1=[O:38])(=[O:7])[CH3:6].Cl.[NH2:42][C:43]1[CH:48]=[CH:47][C:46]([CH2:49][CH2:50][C:51]([O:53][CH2:54][CH3:55])=[O:52])=[CH:45][CH:44]=1.C(N(CC)CC)C, predict the reaction product. The product is: [C:5]([O:8][CH2:9][C:10]([CH3:40])([CH3:39])[CH2:11][N:12]1[C:18]2[CH:19]=[CH:20][C:21]([Cl:23])=[CH:22][C:17]=2[C@@H:16]([C:24]2[CH:29]=[CH:28][CH:27]=[C:26]([O:30][CH3:31])[C:25]=2[O:32][CH3:33])[O:15][C@H:14]([CH2:34][C:35]([NH:42][C:43]2[CH:44]=[CH:45][C:46]([CH2:49][CH2:50][C:51]([O:53][CH2:54][CH3:55])=[O:52])=[CH:47][CH:48]=2)=[O:36])[C:13]1=[O:38])(=[O:7])[CH3:6]. (5) Given the reactants CC1[C:6]([C:7]2[C:16]3[O:15][CH2:14][CH:13]([C:17]4[CH:27]=[CH:26][CH:25]=[CH:24][C:18]=4[O:19][CH2:20][C:21](O)=[O:22])[N:12]4[C:28](=[O:30])[NH:29][C:10]([C:11]=34)=[CH:9][CH:8]=2)=[C:5]([CH3:31])[O:4]N=1.[CH3:32][CH2:33][N:34](C(C)C)C(C)C.CN(C(ON1N=NC2C=CC=NC1=2)=[N+](C)C)C.F[P-](F)(F)(F)(F)F.[CH2:65]([NH2:67])[CH3:66], predict the reaction product. The product is: [CH3:66][C:65]1[C:6]([C:7]2[C:16]3[O:15][CH2:14][CH:13]([C:17]4[CH:27]=[CH:26][CH:25]=[CH:24][C:18]=4[O:19][CH2:20][C:21]([NH:34][CH2:33][CH3:32])=[O:22])[N:12]4[C:28](=[O:30])[NH:29][C:10]([C:11]=34)=[CH:9][CH:8]=2)=[C:5]([CH3:31])[O:4][N:67]=1.